Dataset: Catalyst prediction with 721,799 reactions and 888 catalyst types from USPTO. Task: Predict which catalyst facilitates the given reaction. (1) Reactant: C([O:4][CH2:5][C:6]1[CH:7]=[C:8]([C:33]2[CH:38]=[CH:37][C:36]([C:39]([F:42])([F:41])[F:40])=[CH:35][CH:34]=2)[C:9]([C:12]([NH:14][C:15]2[CH:16]=[C:17]3[C:21](=[CH:22][CH:23]=2)[N:20]([C:24](=[O:32])[CH2:25][C:26]2[CH:31]=[CH:30][CH:29]=[CH:28][N:27]=2)[CH2:19][CH2:18]3)=[O:13])=[CH:10][CH:11]=1)(=O)C.[OH-].[Na+].O. Product: [OH:4][CH2:5][C:6]1[CH:7]=[C:8]([C:33]2[CH:34]=[CH:35][C:36]([C:39]([F:41])([F:42])[F:40])=[CH:37][CH:38]=2)[C:9]([C:12]([NH:14][C:15]2[CH:16]=[C:17]3[C:21](=[CH:22][CH:23]=2)[N:20]([C:24](=[O:32])[CH2:25][C:26]2[CH:31]=[CH:30][CH:29]=[CH:28][N:27]=2)[CH2:19][CH2:18]3)=[O:13])=[CH:10][CH:11]=1. The catalyst class is: 111. (2) Reactant: [F:1][C:2]1[CH:7]=[CH:6][CH:5]=[CH:4][C:3]=1[C:8]1[C:9]2[C:10]3[CH2:21][CH2:20][NH:19][CH2:18][CH2:17][C:11]=3[NH:12][C:13]=2[CH:14]=[CH:15][CH:16]=1.CC(C)=O.C(Cl)(Cl)Cl.[NH4+].[OH-]. Product: [F:1][C:2]1[CH:7]=[CH:6][CH:5]=[CH:4][C:3]=1[C:8]1[C:9]2[CH:10]3[CH2:21][CH2:20][NH:19][CH2:18][CH2:17][CH:11]3[NH:12][C:13]=2[CH:14]=[CH:15][CH:16]=1. The catalyst class is: 1. (3) Reactant: [N:1]1([C:6]2[CH:11]=[CH:10][C:9]([C:12]3[CH:13]=[C:14]([N+:33]([O-])=O)[C:15]([NH:18][CH:19]4[CH2:24][CH2:23][N:22]([C:25]5[N:30]=[CH:29][C:28]([CH2:31][CH3:32])=[CH:27][N:26]=5)[CH2:21][CH2:20]4)=[N:16][CH:17]=3)=[CH:8][CH:7]=2)[CH:5]=[N:4][N:3]=[N:2]1.[N:36]([O-])=O.[Na+]. The catalyst class is: 2. Product: [N:1]1([C:6]2[CH:11]=[CH:10][C:9]([C:12]3[CH:13]=[C:14]4[N:33]=[N:36][N:18]([CH:19]5[CH2:24][CH2:23][N:22]([C:25]6[N:30]=[CH:29][C:28]([CH2:31][CH3:32])=[CH:27][N:26]=6)[CH2:21][CH2:20]5)[C:15]4=[N:16][CH:17]=3)=[CH:8][CH:7]=2)[CH:5]=[N:4][N:3]=[N:2]1. (4) Reactant: [CH3:1][O:2][C:3]1[CH:4]=[C:5]([C:11](=[O:19])[CH:12]=[CH:13][C:14]([O:16][CH2:17][CH3:18])=[O:15])[CH:6]=[CH:7][C:8]=1[O:9][CH3:10].[N-:20]=[N+:21]=[N-:22].[Na+].O. Product: [CH3:1][O:2][C:3]1[CH:4]=[C:5]([CH:6]=[CH:7][C:8]=1[O:9][CH3:10])[C:11]([C:12]1[NH:22][N:21]=[N:20][C:13]=1[C:14]([O:16][CH2:17][CH3:18])=[O:15])=[O:19]. The catalyst class is: 9. (5) Reactant: [F:1][C:2]1[CH:3]=[C:4]([CH:7]=[CH:8][C:9]=1F)[C:5]#[N:6].Cl.[CH:12]12[NH:19][CH:16]([CH2:17][CH2:18]1)[CH2:15][CH2:14][CH2:13]2.C(N(C(C)C)CC)(C)C. Product: [CH:16]12[N:19]([C:9]3[CH:8]=[CH:7][C:4]([C:5]#[N:6])=[CH:3][C:2]=3[F:1])[CH:12]([CH2:18][CH2:17]1)[CH2:13][CH2:14][CH2:15]2. The catalyst class is: 550. (6) Reactant: [Cl:1][C:2]1[CH:7]=[CH:6][CH:5]=[CH:4][C:3]=1[C@H:8]([O:10][C:11]1[CH:15]=[C:14]([N:16]2[C:20]3[CH:21]=[C:22]([O:25]CC4C=CC(OC)=CC=4)[CH:23]=[CH:24][C:19]=3[N:18]=[CH:17]2)[S:13][C:12]=1[C:35]([O:37][CH3:38])=[O:36])[CH3:9].FC(F)(F)C(O)=O.[OH-].[Na+].C([O-])(O)=O.[Na+]. Product: [Cl:1][C:2]1[CH:7]=[CH:6][CH:5]=[CH:4][C:3]=1[C@H:8]([O:10][C:11]1[CH:15]=[C:14]([N:16]2[C:20]3[CH:21]=[C:22]([OH:25])[CH:23]=[CH:24][C:19]=3[N:18]=[CH:17]2)[S:13][C:12]=1[C:35]([O:37][CH3:38])=[O:36])[CH3:9]. The catalyst class is: 34. (7) Reactant: [CH2:1]([NH:8][C:9]([N:11]1[CH:16]2[C@H:17]([CH3:41])[N:18]([CH2:30][C:31]3[CH:32]=[CH:33][CH:34]=[C:35]4[C:40]=3[N:39]=[CH:38][CH:37]=[CH:36]4)[C:19](=[O:29])[C@H:20]([CH2:21][C:22]3[CH:27]=[CH:26][C:25]([OH:28])=[CH:24][CH:23]=3)[N:15]2[C:14](=[O:42])[CH2:13][N:12]1[CH3:43])=[O:10])[C:2]1[CH:7]=[CH:6][CH:5]=[CH:4][CH:3]=1.Cl[C:45]([O:47][CH2:48][CH3:49])=[O:46].C(N(CC)CC)C. Product: [C:45](=[O:46])([O:47][CH2:48][CH3:49])[O:28][C:25]1[CH:24]=[CH:23][C:22]([CH2:21][C@@H:20]2[N:15]3[CH:16]([N:11]([C:9](=[O:10])[NH:8][CH2:1][C:2]4[CH:3]=[CH:4][CH:5]=[CH:6][CH:7]=4)[N:12]([CH3:43])[CH2:13][C:14]3=[O:42])[C@H:17]([CH3:41])[N:18]([CH2:30][C:31]3[CH:32]=[CH:33][CH:34]=[C:35]4[C:40]=3[N:39]=[CH:38][CH:37]=[CH:36]4)[C:19]2=[O:29])=[CH:27][CH:26]=1. The catalyst class is: 56.